This data is from Forward reaction prediction with 1.9M reactions from USPTO patents (1976-2016). The task is: Predict the product of the given reaction. (1) Given the reactants [F:1][C:2]1[CH:7]=[CH:6][C:5](/[CH:8]=[CH:9]/[C:10]2[CH:15]=[CH:14][C:13]([S:16]([C:19]3[C:20]([C:25]([O:27]C)=[O:26])=[N:21][CH:22]=[CH:23][CH:24]=3)(=[O:18])=[O:17])=[CH:12][CH:11]=2)=[CH:4][CH:3]=1.[OH-].[Li+].O.[OH-].[Na+], predict the reaction product. The product is: [F:1][C:2]1[CH:7]=[CH:6][C:5](/[CH:8]=[CH:9]/[C:10]2[CH:11]=[CH:12][C:13]([S:16]([C:19]3[C:20]([C:25]([OH:27])=[O:26])=[N:21][CH:22]=[CH:23][CH:24]=3)(=[O:18])=[O:17])=[CH:14][CH:15]=2)=[CH:4][CH:3]=1. (2) Given the reactants B.C1COCC1.[CH2:7]([O:9][C:10]([C@@H:12]1[CH2:14][C@H:13]1[C:15]([OH:17])=O)=[O:11])[CH3:8].[C:18]([Si:22](Cl)([C:29]1[CH:34]=[CH:33][CH:32]=[CH:31][CH:30]=1)[C:23]1[CH:28]=[CH:27][CH:26]=[CH:25][CH:24]=1)([CH3:21])([CH3:20])[CH3:19].N1C=CN=C1, predict the reaction product. The product is: [Si:22]([O:17][CH2:15][C@@H:13]1[CH2:14][C@H:12]1[C:10]([O:9][CH2:7][CH3:8])=[O:11])([C:18]([CH3:21])([CH3:20])[CH3:19])([C:29]1[CH:30]=[CH:31][CH:32]=[CH:33][CH:34]=1)[C:23]1[CH:28]=[CH:27][CH:26]=[CH:25][CH:24]=1. (3) Given the reactants [CH3:1][C:2]1(C)C(C)(C)OB(C2C=NNC=2)[O:3]1.[CH2:15]([N:19]1[CH:23]=[C:22](B2OC(C)(C)C(C)(C)O2)[CH:21]=[N:20]1)[CH:16]([CH3:18])[CH3:17].Br[C:34]1[S:38][C:37]([C:39]([NH:41][CH2:42][C:43]2[N:44]=[CH:45][C:46]3[N:47]([CH:49]=[CH:50][N:51]=3)[CH:48]=2)=[O:40])=[CH:36][CH:35]=1.Br[C:53]1C=CC(N)=CC=1, predict the reaction product. The product is: [N:51]1[CH:50]=[CH:49][N:47]2[CH:48]=[C:43]([CH2:42][NH:41][C:39]([C:37]3[S:38][C:34]([C:22]4[CH:21]=[N:20][N:19]([CH2:15][C:16]5([CH3:17])[CH2:18][CH2:53][O:3][CH2:2][CH2:1]5)[CH:23]=4)=[CH:35][CH:36]=3)=[O:40])[N:44]=[CH:45][C:46]=12. (4) Given the reactants [C:1]([O-:4])([OH:3])=O.[Na+].C1C=C(Cl)C=C(C(OO)=O)C=1.O=[C:18]1[CH:25]2[CH2:26][C:21]3([NH:28][C:29](=[O:35])[O:30][C:31]([CH3:34])([CH3:33])[CH3:32])[CH2:22][CH:23]([CH2:27][CH:19]1[CH2:20]3)C2.S(=O)(=O)(O)[O-].[Na+], predict the reaction product. The product is: [O:3]=[C:1]1[CH:25]2[CH2:26][C:21]3([NH:28][C:29](=[O:35])[O:30][C:31]([CH3:33])([CH3:32])[CH3:34])[CH2:20][CH:19]([CH2:27][CH:23]([CH2:22]3)[O:4]1)[CH2:18]2. (5) Given the reactants [F:1][C:2]([F:38])([F:37])[C:3]1[CH:4]=[C:5]([CH:30]=[C:31]([C:33]([F:36])([F:35])[F:34])[CH:32]=1)[C:6]([N:8]1[CH2:13][CH2:12][N:11](CC2C=CC=CC=2)[CH2:10][C@H:9]1[CH2:21][C:22]1[CH:27]=[CH:26][C:25]([O:28][CH3:29])=[CH:24][CH:23]=1)=[O:7].O.C([O-])=O.[NH4+], predict the reaction product. The product is: [F:38][C:2]([F:1])([F:37])[C:3]1[CH:4]=[C:5]([CH:30]=[C:31]([C:33]([F:34])([F:35])[F:36])[CH:32]=1)[C:6]([N:8]1[CH2:13][CH2:12][NH:11][CH2:10][C@H:9]1[CH2:21][C:22]1[CH:27]=[CH:26][C:25]([O:28][CH3:29])=[CH:24][CH:23]=1)=[O:7].